Dataset: Forward reaction prediction with 1.9M reactions from USPTO patents (1976-2016). Task: Predict the product of the given reaction. (1) Given the reactants [CH:1]1([N:5]2[CH2:10][CH2:9][N:8]([C:11]([C:13]3[CH:14]=[C:15]4[C:19](=[CH:20][CH:21]=3)[NH:18][C:17]([C:22]([N:24]3[CH2:29][CH2:28][C:27]([F:31])([F:30])[CH2:26][CH2:25]3)=[O:23])=[CH:16]4)=[O:12])[CH2:7][CH2:6]2)[CH2:4][CH2:3][CH2:2]1.[H-].[Na+].[CH:34]1([CH2:37]Br)[CH2:36][CH2:35]1, predict the reaction product. The product is: [CH:1]1([N:5]2[CH2:6][CH2:7][N:8]([C:11]([C:13]3[CH:14]=[C:15]4[C:19](=[CH:20][CH:21]=3)[N:18]([CH2:37][CH:34]3[CH2:36][CH2:35]3)[C:17]([C:22]([N:24]3[CH2:25][CH2:26][C:27]([F:30])([F:31])[CH2:28][CH2:29]3)=[O:23])=[CH:16]4)=[O:12])[CH2:9][CH2:10]2)[CH2:2][CH2:3][CH2:4]1. (2) Given the reactants [CH3:1][C:2]1([CH3:36])[C:26]2[C:6]([CH:7]=[C:8]3[C:25]=2[CH:24]=[C:23]2[C:10]([C:11]4[CH:12]=[CH:13][CH:14]=[CH:15][C:16]=4[C:17]4[CH:18]=[CH:19][CH:20]=[CH:21][C:22]=42)=[CH:9]3)=[CH:5][C:4](B2OC(C)(C)C(C)(C)O2)=[CH:3]1.Br[C:38]1[CH:43]=[CH:42][CH:41]=[CH:40][C:39]=1[N+:44]([O-:46])=[O:45].C([O-])([O-])=O.[Na+].[Na+].CCO, predict the reaction product. The product is: [CH3:1][C:2]1([CH3:36])[C:26]2[C:6]([CH:7]=[C:8]3[C:25]=2[CH:24]=[C:23]2[C:10]([C:11]4[CH:12]=[CH:13][CH:14]=[CH:15][C:16]=4[C:17]4[CH:18]=[CH:19][CH:20]=[CH:21][C:22]=42)=[CH:9]3)=[CH:5][C:4]([C:38]2[CH:43]=[CH:42][CH:41]=[CH:40][C:39]=2[N+:44]([O-:46])=[O:45])=[CH:3]1.